This data is from Forward reaction prediction with 1.9M reactions from USPTO patents (1976-2016). The task is: Predict the product of the given reaction. (1) Given the reactants [F:1][C:2]([F:26])([F:25])[C:3]([N:5]1[CH2:24][CH2:23][C:9]2[C:10]3[C:11](O)([C:17]4[S:18][CH:19]=[CH:20][N:21]=4)[CH2:12][CH2:13][C:14]=3[CH:15]=[CH:16][C:8]=2[CH2:7][CH2:6]1)=[O:4], predict the reaction product. The product is: [F:26][C:2]([F:1])([F:25])[C:3]([N:5]1[CH2:24][CH2:23][C:9]2[C:10]3[C:11]([C:17]4[S:18][CH:19]=[CH:20][N:21]=4)=[CH:12][CH2:13][C:14]=3[CH:15]=[CH:16][C:8]=2[CH2:7][CH2:6]1)=[O:4]. (2) Given the reactants Cl[C:2]1[N:11]=[C:10]([CH2:12][C:13]([NH2:15])=[O:14])[C:9]2[C:4](=[CH:5][CH:6]=[CH:7][CH:8]=2)[N:3]=1.[CH3:16][N:17]1[CH2:22][CH2:21][NH:20][CH2:19][CH2:18]1.CCOC(C)=O, predict the reaction product. The product is: [CH3:16][N:17]1[CH2:22][CH2:21][N:20]([C:2]2[N:11]=[C:10]([CH2:12][C:13]([NH2:15])=[O:14])[C:9]3[C:4](=[CH:5][CH:6]=[CH:7][CH:8]=3)[N:3]=2)[CH2:19][CH2:18]1. (3) Given the reactants [Cl:1][C:2]1[C:3]([F:31])=[C:4]([CH:8]2[C:12]([C:15]3[CH:20]=[CH:19][C:18]([Cl:21])=[CH:17][C:16]=3[F:22])([C:13]#[N:14])[CH:11]([CH2:23][C:24]([CH3:27])([CH3:26])[CH3:25])[NH:10][CH:9]2[C:28]([OH:30])=O)[CH:5]=[CH:6][CH:7]=1.[CH3:32]N(C(ON1N=NC2C=CC=NC1=2)=[N+](C)C)C.F[P-](F)(F)(F)(F)F.CCN(C(C)C)C(C)C.[NH2:65][C:66]1[C:74]([Br:75])=[CH:73][C:69]([C:70]([OH:72])=[O:71])=[C:68]([O:76][CH3:77])[CH:67]=1, predict the reaction product. The product is: [CH3:32][O:71][C:70](=[O:72])[C:69]1[CH:73]=[C:74]([Br:75])[C:66]([NH:65][C:28]([C@H:9]2[C@H:8]([C:4]3[CH:5]=[CH:6][CH:7]=[C:2]([Cl:1])[C:3]=3[F:31])[C@:12]([C:15]3[CH:20]=[CH:19][C:18]([Cl:21])=[CH:17][C:16]=3[F:22])([C:13]#[N:14])[C@H:11]([CH2:23][C:24]([CH3:27])([CH3:25])[CH3:26])[NH:10]2)=[O:30])=[CH:67][C:68]=1[O:76][CH3:77].